Dataset: Forward reaction prediction with 1.9M reactions from USPTO patents (1976-2016). Task: Predict the product of the given reaction. (1) Given the reactants [Br:1][C:2]1[CH:3]=[N:4][CH:5]=[C:6]([CH:9]=1)[CH:7]=O.[CH2:10]([S:12]([NH2:15])(=[O:14])=[O:13])[CH3:11].C1(C)C=CC=CC=1.[BH4-].[Na+], predict the reaction product. The product is: [Br:1][C:2]1[CH:9]=[C:6]([CH2:7][NH:15][S:12]([CH2:10][CH3:11])(=[O:14])=[O:13])[CH:5]=[N:4][CH:3]=1. (2) Given the reactants [C:1]1(=[O:11])[NH:5][C:4](=[O:6])[C:3]2=[CH:7][CH:8]=[CH:9][CH:10]=[C:2]12.[K].[CH2:13]([O:15][C:16](=[O:35])[N:17]([CH2:31][C@H:32]1[O:34][CH2:33]1)[C:18]1[CH:23]=[CH:22][C:21]([N:24]2[CH2:29][CH2:28][O:27][CH2:26][CH2:25]2)=[C:20]([F:30])[CH:19]=1)[CH3:14].O, predict the reaction product. The product is: [CH2:13]([O:15][C:16](=[O:35])[N:17]([CH2:31][C@H:32]([OH:34])[CH2:33][N:5]1[C:1](=[O:11])[C:2]2=[CH:10][CH:9]=[CH:8][CH:7]=[C:3]2[C:4]1=[O:6])[C:18]1[CH:23]=[CH:22][C:21]([N:24]2[CH2:25][CH2:26][O:27][CH2:28][CH2:29]2)=[C:20]([F:30])[CH:19]=1)[CH3:14].